This data is from Reaction yield outcomes from USPTO patents with 853,638 reactions. The task is: Predict the reaction yield, written as a fraction of the theoretical maximum amount of product (1.0 means a 100% yield; for example, 0.34 means a 34% yield). (1) The reactants are [Mg].[CH2:2]([O:9][CH2:10][O:11][CH2:12][C@@H:13]([CH3:26])[CH2:14]OS(C1C=CC(C)=CC=1)(=O)=O)[C:3]1[CH:8]=[CH:7][CH:6]=[CH:5][CH:4]=1.[Li+].[Cl-]. The catalyst is C1COCC1. The product is [CH2:2]([O:9][CH2:10][O:11][CH2:12][C@@H:13]([CH3:26])[CH2:14][CH2:5][CH:4]=[C:3]([CH3:8])[CH3:2])[C:3]1[CH:4]=[CH:5][CH:6]=[CH:7][CH:8]=1. The yield is 0.780. (2) The reactants are [Cl:1][C:2]1[CH:3]=[C:4]([CH2:9][S:10](Cl)(=[O:12])=[O:11])[CH:5]=[C:6]([Cl:8])[CH:7]=1.[Cl:14][C:15]1[N:20]=[C:19]([O:21][CH3:22])[C:18]([NH2:23])=[CH:17][N:16]=1.CCN(C(C)C)C(C)C. The catalyst is C(Cl)Cl. The product is [Cl:14][C:15]1[N:20]=[C:19]([O:21][CH3:22])[C:18]([NH:23][S:10]([CH2:9][C:4]2[CH:3]=[C:2]([Cl:1])[CH:7]=[C:6]([Cl:8])[CH:5]=2)(=[O:12])=[O:11])=[CH:17][N:16]=1. The yield is 0.600. (3) The reactants are [NH2:1][CH:2]1[CH2:6][CH2:5][NH:4][C:3]1=[O:7].C(N(CC)CC)C.[CH2:15]([O:22][C:23](ON1C(=O)CCC1=O)=[O:24])[C:16]1[CH:21]=[CH:20][CH:19]=[CH:18][CH:17]=1. The catalyst is O.CC#N. The product is [O:7]=[C:3]1[CH:2]([NH:1][C:23](=[O:24])[O:22][CH2:15][C:16]2[CH:21]=[CH:20][CH:19]=[CH:18][CH:17]=2)[CH2:6][CH2:5][NH:4]1. The yield is 0.700. (4) The reactants are C(OC([N:8]1[CH2:12][CH:11]([F:13])[CH2:10][CH:9]1[CH2:14][O:15][C:16]1[CH:26]=[CH:25][C:19]([C:20]([O:22][CH2:23][CH3:24])=[O:21])=[CH:18][C:17]=1[O:27][CH3:28])=O)(C)(C)C.C(O)(C(F)(F)F)=O. The catalyst is C(Cl)Cl. The product is [F:13][CH:11]1[CH2:12][NH:8][CH:9]([CH2:14][O:15][C:16]2[CH:26]=[CH:25][C:19]([C:20]([O:22][CH2:23][CH3:24])=[O:21])=[CH:18][C:17]=2[O:27][CH3:28])[CH2:10]1. The yield is 0.970.